From a dataset of Catalyst prediction with 721,799 reactions and 888 catalyst types from USPTO. Predict which catalyst facilitates the given reaction. (1) Reactant: [CH:1]1[C:13]2[CH:12]([CH2:14][O:15][C:16]([N:18]3[CH2:23][C@H:22]([NH:24][C:25]([O:27][C:28]([CH3:31])([CH3:30])[CH3:29])=[O:26])[CH2:21][C@H:20]([C:32]([OH:34])=O)[CH2:19]3)=[O:17])[C:11]3[C:6](=[CH:7][CH:8]=[CH:9][CH:10]=3)[C:5]=2[CH:4]=[CH:3][CH:2]=1.[CH2:35]([NH:42][CH2:43][CH:44]([C:48]1[CH:53]=[CH:52][CH:51]=[CH:50][CH:49]=1)[CH:45]([CH3:47])[CH3:46])[C:36]1[CH:41]=[CH:40][CH:39]=[CH:38][CH:37]=1.C(N(C(C)C)C(C)C)C.CCCP(=O)=O. Product: [CH:1]1[C:13]2[CH:12]([CH2:14][O:15][C:16]([N:18]3[CH2:23][C@H:22]([NH:24][C:25]([O:27][C:28]([CH3:30])([CH3:29])[CH3:31])=[O:26])[CH2:21][C@H:20]([C:32](=[O:34])[N:42]([CH2:35][C:36]4[CH:37]=[CH:38][CH:39]=[CH:40][CH:41]=4)[CH2:43][CH:44]([C:48]4[CH:49]=[CH:50][CH:51]=[CH:52][CH:53]=4)[CH:45]([CH3:47])[CH3:46])[CH2:19]3)=[O:17])[C:11]3[C:6](=[CH:7][CH:8]=[CH:9][CH:10]=3)[C:5]=2[CH:4]=[CH:3][CH:2]=1. The catalyst class is: 44. (2) Reactant: [C:1](N1C=CC=CC1=O)(N1C=CC=CC1=O)=[S:2].[NH2:17][C:18]1[CH:19]=[C:20]([CH:29]=[CH:30][C:31]=1[Cl:32])[CH2:21][NH:22][C:23](=[O:28])[C:24]([CH3:27])([CH3:26])[CH3:25]. Product: [Cl:32][C:31]1[CH:30]=[CH:29][C:20]([CH2:21][NH:22][C:23](=[O:28])[C:24]([CH3:27])([CH3:26])[CH3:25])=[CH:19][C:18]=1[N:17]=[C:1]=[S:2]. The catalyst class is: 2. (3) Reactant: CCN=C=NCCCN(C)C.[N:12]1[C:21]2[C:16](=[CH:17][CH:18]=[CH:19][C:20]=2[C:22]([OH:24])=O)[CH:15]=[CH:14][CH:13]=1.C1C=CC2N(O)N=NC=2C=1.[F:35][C:36]1[CH:37]=[C:38]([CH:40]=[CH:41][C:42]=1[O:43][C:44]1[C:53]2[C:48](=[CH:49][C:50]([O:56][CH2:57][CH2:58][CH2:59][N:60]3[CH2:65][CH2:64][O:63][CH2:62][CH2:61]3)=[C:51]([O:54][CH3:55])[CH:52]=2)[N:47]=[CH:46][CH:45]=1)[NH2:39].CCN(CC)CC. Product: [F:35][C:36]1[CH:37]=[C:38]([NH:39][C:22]([C:20]2[CH:19]=[CH:18][CH:17]=[C:16]3[C:21]=2[N:12]=[CH:13][CH:14]=[CH:15]3)=[O:24])[CH:40]=[CH:41][C:42]=1[O:43][C:44]1[C:53]2[C:48](=[CH:49][C:50]([O:56][CH2:57][CH2:58][CH2:59][N:60]3[CH2:65][CH2:64][O:63][CH2:62][CH2:61]3)=[C:51]([O:54][CH3:55])[CH:52]=2)[N:47]=[CH:46][CH:45]=1. The catalyst class is: 31. (4) Reactant: [F:1][C@@H:2]1[CH2:6][N:5](C(OC(C)(C)C)=O)[C@@H:4]([C:14]2[CH:19]=[CH:18][CH:17]=[C:16]([F:20])[CH:15]=2)[CH2:3]1.C(O)(C(F)(F)F)=O. Product: [F:1][C@@H:2]1[CH2:6][NH:5][C@@H:4]([C:14]2[CH:19]=[CH:18][CH:17]=[C:16]([F:20])[CH:15]=2)[CH2:3]1. The catalyst class is: 2. (5) Reactant: [C:1]([O:9][C@@H:10]1[CH2:18][C@@H:13]2[O:14][C:15](=[O:17])[CH2:16][C@@H:12]2[C@H:11]1/[CH:19]=[CH:20]/[C@@H:21]([OH:28])[CH:22]([CH3:27])[CH2:23][CH2:24][CH2:25][CH3:26])(=[O:8])[C:2]1[CH:7]=[CH:6][CH:5]=[CH:4][CH:3]=1.N1C=CN=C1.[Si:34](Cl)([C:47]([CH3:50])([CH3:49])[CH3:48])([C:41]1[CH:46]=[CH:45][CH:44]=[CH:43][CH:42]=1)[C:35]1[CH:40]=[CH:39][CH:38]=[CH:37][CH:36]=1. Product: [C:1]([O:9][C@@H:10]1[CH2:18][C@@H:13]2[O:14][C:15](=[O:17])[CH2:16][C@@H:12]2[C@H:11]1/[CH:19]=[CH:20]/[C@@H:21]([O:28][Si:34]([C:47]([CH3:50])([CH3:49])[CH3:48])([C:41]1[CH:42]=[CH:43][CH:44]=[CH:45][CH:46]=1)[C:35]1[CH:40]=[CH:39][CH:38]=[CH:37][CH:36]=1)[CH:22]([CH3:27])[CH2:23][CH2:24][CH2:25][CH3:26])(=[O:8])[C:2]1[CH:3]=[CH:4][CH:5]=[CH:6][CH:7]=1. The catalyst class is: 384. (6) Reactant: [CH2:1]([Br:8])[C:2]1[CH:7]=[CH:6][CH:5]=[CH:4][CH:3]=1.[F:9][C:10]1[CH:11]=[CH:12][C:13]([CH2:16][NH:17][C:18](=[O:24])[O:19][C:20]([CH3:23])([CH3:22])[CH3:21])=[N:14][CH:15]=1. Product: [Br-:8].[CH2:1]([N+:14]1[CH:15]=[C:10]([F:9])[CH:11]=[CH:12][C:13]=1[CH2:16][NH:17][C:18]([O:19][C:20]([CH3:23])([CH3:22])[CH3:21])=[O:24])[C:2]1[CH:7]=[CH:6][CH:5]=[CH:4][CH:3]=1. The catalyst class is: 21. (7) Reactant: C(N(C(C)C)CC)(C)C.C1C=CC2N(O)N=NC=2C=1.FC(F)(F)C(O)=O.[Cl:27][CH2:28][CH2:29][CH2:30]/[C:31](=[CH:35]\[C:36]1[CH:41]=[CH:40][C:39]([N:42]2[CH:46]=[C:45]([CH3:47])[N:44]=[CH:43]2)=[C:38]([O:48][CH3:49])[CH:37]=1)/[C:32]([OH:34])=O.[F:50][C:51]1[CH:59]=[C:58]2[C:54]([CH2:55][CH2:56][CH:57]2[NH2:60])=[CH:53][C:52]=1[N:61]1[CH2:66][CH2:65][O:64][CH2:63][CH2:62]1. Product: [F:50][C:51]1[CH:59]=[C:58]2[C:54]([CH2:55][CH2:56][CH:57]2[NH:60][C:32](=[O:34])/[C:31](=[CH:35]/[C:36]2[CH:41]=[CH:40][C:39]([N:42]3[CH:46]=[C:45]([CH3:47])[N:44]=[CH:43]3)=[C:38]([O:48][CH3:49])[CH:37]=2)/[CH2:30][CH2:29][CH2:28][Cl:27])=[CH:53][C:52]=1[N:61]1[CH2:66][CH2:65][O:64][CH2:63][CH2:62]1. The catalyst class is: 607.